Dataset: Full USPTO retrosynthesis dataset with 1.9M reactions from patents (1976-2016). Task: Predict the reactants needed to synthesize the given product. (1) Given the product [C:1]1([B:7]([C:9]2[CH:14]=[CH:13][CH:12]=[CH:11][C:10]=2[O:15][C:16]2[CH:21]=[CH:20][CH:19]=[CH:18][C:17]=2[B:22]([C:24]2[CH:25]=[CH:26][CH:27]=[CH:28][CH:29]=2)[O:23][CH2:32][CH:31]([CH2:34][C:35]2[CH:40]=[CH:39][CH:38]=[CH:37][CH:36]=2)[NH2:30])[O:8][CH2:32][CH:31]([CH2:34][C:35]2[CH:40]=[CH:39][CH:38]=[CH:37][CH:36]=2)[NH2:30])[CH:2]=[CH:3][CH:4]=[CH:5][CH:6]=1, predict the reactants needed to synthesize it. The reactants are: [C:1]1([B:7]([C:9]2[CH:14]=[CH:13][CH:12]=[CH:11][C:10]=2[O:15][C:16]2[CH:21]=[CH:20][CH:19]=[CH:18][C:17]=2[B:22]([C:24]2[CH:29]=[CH:28][CH:27]=[CH:26][CH:25]=2)[OH:23])[OH:8])[CH:6]=[CH:5][CH:4]=[CH:3][CH:2]=1.[NH2:30][CH:31]([CH2:34][C:35]1[CH:40]=[CH:39][CH:38]=[CH:37][CH:36]=1)[CH2:32]O. (2) Given the product [CH3:1][C:2]1[CH:3]=[C:4]([NH:5][C:14]2[CH:15]=[C:16]([OH:22])[C:17]([N+:19]([O-:21])=[O:20])=[CH:18][C:13]=2[N+:10]([O-:12])=[O:11])[CH:6]=[CH:7][C:8]=1[CH3:9], predict the reactants needed to synthesize it. The reactants are: [CH3:1][C:2]1[CH:3]=[C:4]([CH:6]=[CH:7][C:8]=1[CH3:9])[NH2:5].[N+:10]([C:13]1[CH:18]=[C:17]([N+:19]([O-:21])=[O:20])[C:16]([OH:22])=[CH:15][C:14]=1F)([O-:12])=[O:11]. (3) Given the product [CH2:2]([O:20][C:17]1[CH:18]=[CH:19][C:14]([S:13][C:10]2[CH:11]=[CH:12][C:7]([O:6][CH2:37][CH2:32][CH2:33][CH3:34])=[CH:8][CH:9]=2)=[CH:15][CH:16]=1)[CH2:3][CH2:4][CH3:5], predict the reactants needed to synthesize it. The reactants are: Br[CH2:2][CH2:3][CH2:4][CH3:5].[OH:6][C:7]1[CH:12]=[CH:11][C:10]([S:13][C:14]2[CH:19]=[CH:18][C:17]([OH:20])=[CH:16][CH:15]=2)=[CH:9][CH:8]=1.C(=O)([O-])[O-].[K+].[K+].CN(C=O)C.[C:32]1(C)[CH:37]=CC=[CH:34][CH:33]=1. (4) Given the product [Cl:22][C:16]1[CH:17]=[C:18]([Cl:21])[CH:19]=[CH:20][C:15]=1[C:14]1[C:9]([CH2:8][NH2:7])=[CH:10][C:11]2[N:12]([CH:23]=[CH:24][N:25]=2)[CH:13]=1, predict the reactants needed to synthesize it. The reactants are: C(OC(=O)[NH:7][CH2:8][C:9]1[C:14]([C:15]2[CH:20]=[CH:19][C:18]([Cl:21])=[CH:17][C:16]=2[Cl:22])=[CH:13][N:12]2[CH:23]=[CH:24][N:25]=[C:11]2[CH:10]=1)(C)(C)C. (5) Given the product [I:1][C:2]1[C:7]([CH2:8][CH3:9])=[C:6]([I:10])[C:5]([CH2:11][CH3:12])=[C:4]([I:14])[C:3]=1[C:15]1[CH:20]=[CH:19][C:18]([C:21]([OH:23])=[O:22])=[C:17]([N+:24]([O-:26])=[O:25])[CH:16]=1, predict the reactants needed to synthesize it. The reactants are: [I:1][C:2]1[C:7]([CH2:8][CH3:9])=[C:6]([I:10])[C:5]([C:11](=O)[CH3:12])=[C:4]([I:14])[C:3]=1[C:15]1[CH:20]=[CH:19][C:18]([C:21]([OH:23])=[O:22])=[C:17]([N+:24]([O-:26])=[O:25])[CH:16]=1.Cl. (6) Given the product [CH2:12]([O:11][C:7]1[CH:6]=[C:5]([CH2:4][CH2:3][CH2:2][N:23]2[CH:24]=[CH:25][N:26]=[C:22]2[CH2:21][CH2:20][OH:19])[CH:10]=[CH:9][CH:8]=1)[C:13]1[CH:18]=[CH:17][CH:16]=[CH:15][CH:14]=1, predict the reactants needed to synthesize it. The reactants are: I[CH2:2][CH2:3][CH2:4][C:5]1[CH:6]=[C:7]([O:11][CH2:12][C:13]2[CH:18]=[CH:17][CH:16]=[CH:15][CH:14]=2)[CH:8]=[CH:9][CH:10]=1.[OH:19][CH2:20][CH2:21][C:22]1[NH:23][CH:24]=[CH:25][N:26]=1.[H-].[Na+]. (7) Given the product [F:1][C:2]1[CH:3]=[CH:4][C:5]2=[C:6]([CH:37]=1)[O:7][CH2:8][C:9]1[CH:35]=[C:34]([F:36])[CH:33]=[CH:32][C:10]=1/[C:11]/2=[CH:12]\[C:13]1[CH:18]=[CH:17][C:16]2[N:19]([C@H:20]([CH3:28])[CH2:21][N:22]3[CH2:27][CH2:26][O:25][CH2:24][CH2:23]3)/[C:52](=[N:53]/[C:54]#[N:55])/[NH:29][C:15]=2[CH:14]=1, predict the reactants needed to synthesize it. The reactants are: [F:1][C:2]1[CH:3]=[CH:4][C:5]2=[C:6]([CH:37]=1)[O:7][CH2:8][C:9]1[CH:35]=[C:34]([F:36])[CH:33]=[CH:32][C:10]=1/[C:11]/2=[CH:12]\[C:13]1[CH:18]=[CH:17][C:16]([NH:19][C@H:20]([CH3:28])[CH2:21][N:22]2[CH2:27][CH2:26][O:25][CH2:24][CH2:23]2)=[C:15]([N+:29]([O-])=O)[CH:14]=1.C(N(CC)CC)C.C1C=CC(O[C:52](OC2C=CC=CC=2)=[N:53][C:54]#[N:55])=CC=1.